This data is from Reaction yield outcomes from USPTO patents with 853,638 reactions. The task is: Predict the reaction yield, written as a fraction of the theoretical maximum amount of product (1.0 means a 100% yield; for example, 0.34 means a 34% yield). (1) The reactants are [Br:1][C:2]1[C:3]([CH3:11])=[C:4]([Cl:10])[C:5]([CH:8]=[O:9])=[N:6][CH:7]=1.O1CCCC1.[F:17][C:18]([Si](C)(C)C)([F:20])[F:19].[F-].C([N+](CCCC)(CCCC)CCCC)CCC. The catalyst is C(OCC)(=O)C. The product is [Br:1][C:2]1[C:3]([CH3:11])=[C:4]([Cl:10])[C:5]([CH:8]([OH:9])[C:18]([F:20])([F:19])[F:17])=[N:6][CH:7]=1. The yield is 0.740. (2) The reactants are [S:1]1[C:5]([CH2:6][O:7][C:8]([NH:10][C@H:11]([CH2:33][C:34]2[CH:39]=[CH:38][CH:37]=[CH:36][CH:35]=2)[CH2:12][NH:13][CH2:14][C@@H:15]([NH:23][C:24]([O:26][CH2:27][C:28]2[S:32][CH:31]=[N:30][CH:29]=2)=[O:25])[CH2:16][C:17]2[CH:22]=[CH:21][CH:20]=[CH:19][CH:18]=2)=[O:9])=[CH:4][N:3]=[CH:2]1.[CH3:40][C:41]([CH3:45])([CH3:44])[CH:42]=O.C(O)(=O)C.C(O[BH-](OC(=O)C)OC(=O)C)(=O)C.[Na+].C([O-])(O)=O.[Na+]. The catalyst is ClCCCl. The product is [CH3:40][C:41]([CH3:45])([CH3:44])[CH2:42][N:13]([CH2:14][C@H:15]([NH:23][C:24]([O:26][CH2:27][C:28]1[S:32][CH:31]=[N:30][CH:29]=1)=[O:25])[CH2:16][C:17]1[CH:18]=[CH:19][CH:20]=[CH:21][CH:22]=1)[CH2:12][C@@H:11]([NH:10][C:8]([O:7][CH2:6][C:5]1[S:1][CH:2]=[N:3][CH:4]=1)=[O:9])[CH2:33][C:34]1[CH:39]=[CH:38][CH:37]=[CH:36][CH:35]=1. The yield is 0.130. (3) The reactants are Br[C:2]1[CH:3]=[CH:4][C:5]2[N:6]([C:8]([C:11]([N:13]3[CH2:18][CH2:17][CH:16]([C:19]4[CH:24]=[CH:23][C:22]([F:25])=[CH:21][C:20]=4[C:26]([F:29])([F:28])[F:27])[CH2:15][CH2:14]3)=[O:12])=[N:9][N:10]=2)[CH:7]=1.[CH3:30][N:31](C=O)C. The catalyst is C(=O)(O)[O-].[Na+].C1C=CC([P]([Pd]([P](C2C=CC=CC=2)(C2C=CC=CC=2)C2C=CC=CC=2)([P](C2C=CC=CC=2)(C2C=CC=CC=2)C2C=CC=CC=2)[P](C2C=CC=CC=2)(C2C=CC=CC=2)C2C=CC=CC=2)(C2C=CC=CC=2)C2C=CC=CC=2)=CC=1. The product is [F:25][C:22]1[CH:23]=[CH:24][C:19]([CH:16]2[CH2:17][CH2:18][N:13]([C:11]([C:8]3[N:6]4[CH:7]=[C:2]([C:30]#[N:31])[CH:3]=[CH:4][C:5]4=[N:10][N:9]=3)=[O:12])[CH2:14][CH2:15]2)=[C:20]([C:26]([F:29])([F:28])[F:27])[CH:21]=1. The yield is 0.400. (4) The reactants are [N+:1]([C:4]1[CH:5]=[C:6]([C:10]2[CH:23]=[C:13]3[NH:14][C:15](=[O:22])[C:16]4[C:21]([N:12]3[N:11]=2)=[CH:20][CH:19]=[CH:18][CH:17]=4)[CH:7]=[CH:8][CH:9]=1)([O-])=O.[H][H]. The catalyst is [Pd].CO. The product is [NH2:1][C:4]1[CH:5]=[C:6]([C:10]2[CH:23]=[C:13]3[NH:14][C:15](=[O:22])[C:16]4[C:21]([N:12]3[N:11]=2)=[CH:20][CH:19]=[CH:18][CH:17]=4)[CH:7]=[CH:8][CH:9]=1. The yield is 0.600. (5) The reactants are FC(F)(F)S(O)(=O)=O.COC1C=CC(C[N:16]([C:35]2[CH:36]=[N:37][C:38]3[C:43]([CH:44]=2)=[CH:42][CH:41]=[C:40]([O:45]CC2C=CC=CC=2)[CH:39]=3)[C:17](=[O:34])[C:18]2[CH:23]=[CH:22][C:21]([O:24][CH3:25])=[C:20]([C:26]3[CH:31]=[CH:30][CH:29]=[C:28]([O:32][CH3:33])[CH:27]=3)[CH:19]=2)=CC=1.C(O)(C(F)(F)F)=O. The catalyst is C(Cl)Cl. The product is [OH:45][C:40]1[CH:39]=[C:38]2[C:43]([CH:44]=[C:35]([NH:16][C:17](=[O:34])[C:18]3[CH:23]=[CH:22][C:21]([O:24][CH3:25])=[C:20]([C:26]4[CH:31]=[CH:30][CH:29]=[C:28]([O:32][CH3:33])[CH:27]=4)[CH:19]=3)[CH:36]=[N:37]2)=[CH:42][CH:41]=1. The yield is 0.430. (6) The reactants are [Si:1]([O:8][CH2:9][C:10]1[CH:14]=[C:13]([C@H:15]2[C@H:19]3[O:20][C:21]([CH3:24])([CH3:23])[O:22][C@H:18]3[C@H:17]([N:25]3[C:29]4[N:30]=[CH:31][N:32]=[C:33]([CH3:34])[C:28]=4[CH:27]=[CH:26]3)[O:16]2)[NH:12][N:11]=1)([C:4]([CH3:7])([CH3:6])[CH3:5])([CH3:3])[CH3:2].[O:35]1[CH:40]=[CH:39][CH2:38][CH2:37][CH2:36]1.[O-]S([O-])(=O)=O.[Na+].[Na+].CC1C=CC(S(O)(=O)=O)=CC=1. The yield is 0.720. The catalyst is C(Cl)Cl. The product is [Si:1]([O:8][CH2:9][C:10]1[CH:14]=[C:13]([C@H:15]2[C@H:19]3[O:20][C:21]([CH3:23])([CH3:24])[O:22][C@H:18]3[C@H:17]([N:25]3[C:29]4[N:30]=[CH:31][N:32]=[C:33]([CH3:34])[C:28]=4[CH:27]=[CH:26]3)[O:16]2)[N:12]([CH:36]2[CH2:37][CH2:38][CH2:39][CH2:40][O:35]2)[N:11]=1)([C:4]([CH3:7])([CH3:6])[CH3:5])([CH3:3])[CH3:2]. (7) The reactants are [CH3:1][O:2][C:3]1[C:11]([CH3:12])=[C:10]2[C:6]([C:7](=[O:13])[O:8][CH2:9]2)=[C:5]([O:14][CH2:15][CH2:16][Si:17]([CH3:20])([CH3:19])[CH3:18])[C:4]=1[CH2:21][CH:22]=[C:23]([CH3:26])[CH:24]=[O:25].[Li+].[BH4-]. The catalyst is CO.C1COCC1. The product is [OH:25][CH2:24][C:23]([CH3:26])=[CH:22][CH2:21][C:4]1[C:5]([O:14][CH2:15][CH2:16][Si:17]([CH3:18])([CH3:20])[CH3:19])=[C:6]2[C:10]([CH2:9][O:8][C:7]2=[O:13])=[C:11]([CH3:12])[C:3]=1[O:2][CH3:1]. The yield is 0.970. (8) The reactants are [Br:1][CH2:2][C@@:3]([OH:8])([CH3:7])[C:4](O)=[O:5].O=S(Cl)Cl.[CH3:13][O:14][C:15]1[CH:20]=[CH:19][C:18]([NH2:21])=[CH:17][CH:16]=1.C(N(CC)CC)C. The product is [Br:1][CH2:2][C@@:3]([OH:8])([CH3:7])[C:4]([NH:21][C:18]1[CH:19]=[CH:20][C:15]([O:14][CH3:13])=[CH:16][CH:17]=1)=[O:5]. The catalyst is C1COCC1.C(OCC)(=O)C.O. The yield is 0.632. (9) The reactants are [C:1]([O:5][C:6]([N:8]1[CH2:11][C:10]2([CH2:14][NH:13][CH2:12]2)[CH2:9]1)=[O:7])([CH3:4])([CH3:3])[CH3:2].[OH-].[K+].[CH3:17][C:18](OC(C)=O)=[O:19]. The catalyst is C(Cl)Cl. The product is [C:1]([O:5][C:6]([N:8]1[CH2:11][C:10]2([CH2:12][N:13]([C:18](=[O:19])[CH3:17])[CH2:14]2)[CH2:9]1)=[O:7])([CH3:4])([CH3:2])[CH3:3]. The yield is 0.780. (10) The reactants are C[O-].[Na+].[C:4]([C:7]1[CH:14]=[CH:13][CH:12]=[CH:11][C:8]=1[CH:9]=[O:10])([OH:6])=O.[C:15]1([C:24]2[C:19](=[CH:20][CH:21]=[CH:22][CH:23]=2)[CH2:18]O1)=[O:16]. The catalyst is C(OCC)(=O)C. The yield is 0.860. The product is [CH:20]1[C:19]2[C:18]3[C:9](=[O:10])[C:8]4[CH:11]=[CH:12][CH:13]=[CH:14][C:7]=4[C:4]=3[O:6][C:15](=[O:16])[C:24]=2[CH:23]=[CH:22][CH:21]=1.